From a dataset of Full USPTO retrosynthesis dataset with 1.9M reactions from patents (1976-2016). Predict the reactants needed to synthesize the given product. Given the product [I:16][C:6]1[N:2]([CH3:1])[N:3]=[C:4]([C:7]([F:10])([F:9])[F:8])[CH:5]=1, predict the reactants needed to synthesize it. The reactants are: [CH3:1][N:2]1[CH:6]=[CH:5][C:4]([C:7]([F:10])([F:9])[F:8])=[N:3]1.[Li]CCCC.[I:16]I.